This data is from Forward reaction prediction with 1.9M reactions from USPTO patents (1976-2016). The task is: Predict the product of the given reaction. (1) Given the reactants [Cl:1][C:2]1[CH:25]=[CH:24][CH:23]=[C:22]([Cl:26])[C:3]=1[CH2:4][O:5][C:6]1[C:7]([NH2:21])=[N:8][CH:9]=[C:10]([C:12]2[CH:13]=[C:14]3[C:18](=[CH:19][CH:20]=2)[NH:17][CH:16]=[CH:15]3)[CH:11]=1.FC(F)(F)C(O)=O.[CH3:34][N:35]1[CH2:40][CH2:39][C:38](=O)[CH2:37][CH2:36]1, predict the reaction product. The product is: [Cl:1][C:2]1[CH:25]=[CH:24][CH:23]=[C:22]([Cl:26])[C:3]=1[CH2:4][O:5][C:6]1[C:7]([NH2:21])=[N:8][CH:9]=[C:10]([C:12]2[CH:13]=[C:14]3[C:18](=[CH:19][CH:20]=2)[NH:17][CH:16]=[C:15]3[C:38]2[CH2:39][CH2:40][N:35]([CH3:34])[CH2:36][CH:37]=2)[CH:11]=1. (2) Given the reactants C1C(=O)N([Br:8])C(=O)C1.[Cl:9][C:10]1[N:11]=[C:12]([N:15]2[CH2:21][CH2:20][CH2:19][NH:18][C:17](=[O:22])[CH2:16]2)[S:13][CH:14]=1, predict the reaction product. The product is: [Br:8][C:14]1[S:13][C:12]([N:15]2[CH2:21][CH2:20][CH2:19][NH:18][C:17](=[O:22])[CH2:16]2)=[N:11][C:10]=1[Cl:9]. (3) Given the reactants [OH-].[Na+].Cl[C:4]1[N:9]=[C:8](Cl)[N:7]=[C:6](Cl)[N:5]=1.[CH2:12]([NH2:15])[CH2:13][CH3:14], predict the reaction product. The product is: [CH2:12]([NH:15][C:4]1[N:9]=[C:8]([NH:15][CH2:12][CH2:13][CH3:14])[N:7]=[CH:6][N:5]=1)[CH2:13][CH3:14]. (4) Given the reactants Br[CH2:2][CH2:3][CH2:4][O:5][C:6]1[C:11]([Cl:12])=[CH:10][C:9]([O:13][CH2:14][CH:15]=[C:16]([Cl:18])[Cl:17])=[CH:8][C:7]=1[Cl:19].[NH2:20][C:21]1[CH:26]=[CH:25][C:24]([C:27]([F:30])([F:29])[F:28])=[CH:23][N:22]=1, predict the reaction product. The product is: [Cl:19][C:7]1[CH:8]=[C:9]([O:13][CH2:14][CH:15]=[C:16]([Cl:18])[Cl:17])[CH:10]=[C:11]([Cl:12])[C:6]=1[O:5][CH2:4][CH2:3][CH2:2][NH:20][C:21]1[CH:26]=[CH:25][C:24]([C:27]([F:29])([F:28])[F:30])=[CH:23][N:22]=1. (5) The product is: [OH:17][C@@H:4]1[C@@H:3]([CH2:2][OH:1])[O:11][C@H:10]2[C@H:6]([N:7]=[C:8]([N:12]([CH2:13][CH2:14][CH3:15])[C:23](=[O:24])[O:22][C:19]([CH3:21])([CH3:20])[CH3:18])[S:9]2)[C@H:5]1[OH:16]. Given the reactants [OH:1][CH2:2][C@H:3]1[O:11][C@H:10]2[C@H:6]([N:7]=[C:8]([NH:12][CH2:13][CH2:14][CH3:15])[S:9]2)[C@@H:5]([OH:16])[C@@H:4]1[OH:17].[CH3:18][C:19]([O:22][C:23](O[C:23]([O:22][C:19]([CH3:21])([CH3:20])[CH3:18])=[O:24])=[O:24])([CH3:21])[CH3:20], predict the reaction product. (6) Given the reactants Cl.[CH2:2]([O:5][C:6](=[O:19])[NH:7][C:8]1[C:13]([CH3:14])=[CH:12][C:11]([N+:15]([O-])=O)=[CH:10][C:9]=1[CH3:18])[CH2:3][CH3:4].N, predict the reaction product. The product is: [CH2:2]([O:5][C:6](=[O:19])[NH:7][C:8]1[C:9]([CH3:18])=[CH:10][C:11]([NH2:15])=[CH:12][C:13]=1[CH3:14])[CH2:3][CH3:4]. (7) Given the reactants [Cl:1][C:2]1[CH:7]=[CH:6][C:5]([S:8]([C:10]2[CH:15]=[CH:14][C:13]([Cl:16])=[CH:12][CH:11]=2)=O)=[CH:4][CH:3]=1.C[Si](C)(C)Cl.[Br:22][C:23]1[CH:28]=[CH:27][C:26]([Cl:29])=[CH:25][CH:24]=1.Br, predict the reaction product. The product is: [Br-:22].[Cl:1][C:2]1[CH:7]=[CH:6][C:5]([S+:8]([C:23]2[CH:28]=[CH:27][C:26]([Cl:29])=[CH:25][CH:24]=2)[C:10]2[CH:15]=[CH:14][C:13]([Cl:16])=[CH:12][CH:11]=2)=[CH:4][CH:3]=1. (8) Given the reactants [CH3:1][O:2][C:3]1[CH:8]=[CH:7][C:6]([C:9](=O)[C:10]([O:12][CH2:13][CH3:14])=[O:11])=[CH:5][CH:4]=1.Cl.[NH2:17][OH:18].C([O-])(=O)C.[Na+], predict the reaction product. The product is: [OH:18]/[N:17]=[C:9](/[C:6]1[CH:7]=[CH:8][C:3]([O:2][CH3:1])=[CH:4][CH:5]=1)\[C:10]([O:12][CH2:13][CH3:14])=[O:11]. (9) Given the reactants CC(C)([O-])C.[K+].[CH3:7][CH:8]([CH3:12])[C:9](=O)[CH3:10].[C:13](OCC)(=O)[C:14]([O:16][CH2:17][CH3:18])=[O:15].O.[NH2:24][NH2:25], predict the reaction product. The product is: [CH:8]([C:9]1[CH:10]=[C:13]([C:14]([O:16][CH2:17][CH3:18])=[O:15])[NH:25][N:24]=1)([CH3:12])[CH3:7]. (10) Given the reactants [Zn:1].[Br:2]CCBr.Cl[Si](C)(C)C.Br[CH2:12][C:13]1[CH:18]=[CH:17][CH:16]=[CH:15][C:14]=1[C:19]([F:22])([F:21])[F:20], predict the reaction product. The product is: [Br-:2].[F:20][C:19]([F:22])([F:21])[C:14]1[CH:15]=[CH:16][CH:17]=[CH:18][C:13]=1[CH2:12][Zn+:1].